Dataset: Full USPTO retrosynthesis dataset with 1.9M reactions from patents (1976-2016). Task: Predict the reactants needed to synthesize the given product. (1) Given the product [F:12][C:11]([F:14])([F:13])[S:8]([O:39][C:36]1[CH:37]=[CH:38][C:33]([C:32]2[N:28]([CH3:27])[N:29]=[CH:30][CH:31]=2)=[CH:34][CH:35]=1)(=[O:10])=[O:9], predict the reactants needed to synthesize it. The reactants are: C1C=CC(N([S:8]([C:11]([F:14])([F:13])[F:12])(=[O:10])=[O:9])[S:8]([C:11]([F:14])([F:13])[F:12])(=[O:10])=[O:9])=CC=1.CN(C)C=O.[CH3:27][N:28]1[C:32]([C:33]2[CH:38]=[CH:37][C:36]([OH:39])=[CH:35][CH:34]=2)=[CH:31][CH:30]=[N:29]1.C(N(CC)CC)C. (2) Given the product [F:38][C:37]1[C:32]([F:31])=[C:33]([C:51]2[C:52]([C:53]3[CH:58]=[CH:57][N:56]=[CH:55][CH:54]=3)=[CH:1][N:2]([CH3:6])[N:3]=2)[CH:34]=[CH:35][C:36]=1[O:39][CH2:40][C:41]1[CH:50]=[CH:49][C:48]2[C:43](=[CH:44][CH:45]=[CH:46][CH:47]=2)[N:42]=1, predict the reactants needed to synthesize it. The reactants are: [CH3:1][N:2]1[CH:6]=C(C2C=CN=CC=2)C(C2C=CC(OCC3C=CC4C(=CC=CC=4)N=3)=CC=2)=[N:3]1.[F:31][C:32]1[C:37]([F:38])=[C:36]([O:39][CH2:40][C:41]2[CH:50]=[CH:49][C:48]3[C:43](=[CH:44][CH:45]=[CH:46][CH:47]=3)[N:42]=2)[CH:35]=[CH:34][C:33]=1[C:51](=O)[CH2:52][C:53]1[CH:58]=[CH:57][N:56]=[CH:55][CH:54]=1. (3) Given the product [CH2:3]([O:7][C:8]1[CH:9]=[CH:10][C:11]([S:14]([NH:17][CH:18]([CH2:22][C:23]2[C:31]3[C:26](=[CH:27][CH:28]=[C:29]([CH3:32])[CH:30]=3)[N:25]([CH2:39][C:38]3[CH:41]=[CH:42][C:35]([O:34][CH3:33])=[CH:36][CH:37]=3)[CH:24]=2)[C:19]([OH:21])=[O:20])(=[O:15])=[O:16])=[CH:12][CH:13]=1)[C:4]#[C:5][CH3:6], predict the reactants needed to synthesize it. The reactants are: [H-].[Na+].[CH2:3]([O:7][C:8]1[CH:13]=[CH:12][C:11]([S:14]([NH:17][CH:18]([CH2:22][C:23]2[C:31]3[C:26](=[CH:27][CH:28]=[C:29]([CH3:32])[CH:30]=3)[NH:25][CH:24]=2)[C:19]([OH:21])=[O:20])(=[O:16])=[O:15])=[CH:10][CH:9]=1)[C:4]#[C:5][CH3:6].[CH3:33][O:34][C:35]1[CH:42]=[CH:41][C:38]([CH2:39]Cl)=[CH:37][CH:36]=1. (4) Given the product [CH:32]12[N:31]([C:2]3[N:7]=[C:6]([C:8]4[CH:13]=[CH:12][C:11]([N+:14]([O-:16])=[O:15])=[CH:10][CH:9]=4)[N:5]=[C:4]([NH:17][CH2:18][CH2:19][S:20]([CH3:23])(=[O:22])=[O:21])[CH:3]=3)[CH:36]([CH2:37][CH2:38]1)[CH2:35][O:34][CH2:33]2, predict the reactants needed to synthesize it. The reactants are: Cl[C:2]1[N:7]=[C:6]([C:8]2[CH:13]=[CH:12][C:11]([N+:14]([O-:16])=[O:15])=[CH:10][CH:9]=2)[N:5]=[C:4]([NH:17][CH2:18][CH2:19][S:20]([CH3:23])(=[O:22])=[O:21])[CH:3]=1.ClC1N=C([N:31]2[CH:36]3[CH2:37][CH2:38][CH:32]2[CH2:33][O:34][CH2:35]3)C(Cl)=C([N:31]2[CH:36]3[CH2:37][CH2:38][CH:32]2[CH2:33][O:34][CH2:35]3)N=1.Cl.C12NC(CC1)COC2.C(=O)([O-])[O-].[K+].[K+].CCN(C(C)C)C(C)C. (5) Given the product [CH3:13][NH:15][CH:16]([CH2:18]/[CH:19]=[CH:20]/[C:21]1[CH:22]=[N:23][C:24]([NH2:28])=[C:25]([CH3:27])[CH:26]=1)[CH3:17], predict the reactants needed to synthesize it. The reactants are: FC(F)(F)C(O)=O.C(O[C:13]([NH:15][CH:16]([CH2:18]/[CH:19]=[CH:20]/[C:21]1[CH:22]=[N:23][C:24]([NH2:28])=[C:25]([CH3:27])[CH:26]=1)[CH3:17])=O)(C)(C)C. (6) Given the product [CH2:14]([C:21]1[CH:26]=[C:25]([CH3:27])[N:24]=[C:23]([NH:11][C:10]2[CH:12]=[CH:13][C:7]([C:4]3[CH:5]=[CH:6][N:1]=[CH:2][CH:3]=3)=[CH:8][CH:9]=2)[N:22]=1)[C:15]1[CH:16]=[CH:17][CH:18]=[CH:19][CH:20]=1, predict the reactants needed to synthesize it. The reactants are: [N:1]1[CH:6]=[CH:5][C:4]([C:7]2[CH:13]=[CH:12][C:10]([NH2:11])=[CH:9][CH:8]=2)=[CH:3][CH:2]=1.[CH2:14]([C:21]1[CH:26]=[C:25]([CH3:27])[N:24]=[C:23](Cl)[N:22]=1)[C:15]1[CH:20]=[CH:19][CH:18]=[CH:17][CH:16]=1.